This data is from Full USPTO retrosynthesis dataset with 1.9M reactions from patents (1976-2016). The task is: Predict the reactants needed to synthesize the given product. (1) The reactants are: [Li+].[OH-].[F:3][CH:4]([F:34])[O:5][CH2:6][C@H:7]([N:13]1[CH2:18][CH2:17][C@@H:16]([CH2:19][C:20]([O:22]C)=[O:21])[CH2:15][C@H:14]1[C:24]1[CH:29]=[CH:28][C:27]([C:30]([F:33])([F:32])[F:31])=[CH:26][CH:25]=1)[CH2:8][CH2:9][CH:10]([CH3:12])[CH3:11].Cl.C([O-])(O)=O.[Na+]. Given the product [F:34][CH:4]([F:3])[O:5][CH2:6][C@H:7]([N:13]1[CH2:18][CH2:17][C@@H:16]([CH2:19][C:20]([OH:22])=[O:21])[CH2:15][C@H:14]1[C:24]1[CH:25]=[CH:26][C:27]([C:30]([F:33])([F:31])[F:32])=[CH:28][CH:29]=1)[CH2:8][CH2:9][CH:10]([CH3:12])[CH3:11], predict the reactants needed to synthesize it. (2) Given the product [C:1]([C:5]1[S:9][C:8]([NH:10][C:11]([C@@H:13]2[CH2:18][CH2:17][CH2:16][CH2:15][N:14]2[CH:27]2[CH2:29][CH2:28]2)=[O:12])=[N:7][N:6]=1)([CH3:4])([CH3:2])[CH3:3], predict the reactants needed to synthesize it. The reactants are: [C:1]([C:5]1[S:9][C:8]([NH:10][C:11]([C@@H:13]2[CH2:18][CH2:17][CH2:16][CH2:15][NH:14]2)=[O:12])=[N:7][N:6]=1)([CH3:4])([CH3:3])[CH3:2].Cl.C(O)(=O)C.C(O[C:27]1(O[Si](C)(C)C)[CH2:29][CH2:28]1)C.C([BH3-])#N.[Na+]. (3) Given the product [Br:17][C:3]1[C:2]([F:1])=[CH:8][C:6]([NH:7][C:10](=[O:13])[CH3:11])=[C:5]([CH3:9])[CH:4]=1, predict the reactants needed to synthesize it. The reactants are: [F:1][C:2]1[CH:3]=[CH:4][C:5]([CH3:9])=[C:6]([CH:8]=1)[NH2:7].[C:10]([O:13]C(=O)C)(=O)[CH3:11].[Br:17]Br. (4) Given the product [CH3:1][C:2]1[C:11](=[O:12])[C:10]2[C:5](=[CH:6][CH:7]=[CH:8][CH:9]=2)[NH:4][C:3]=1[CH2:13][O:14][C:15]1[CH:25]=[CH:24][C:18]([C:19]([OH:21])=[O:20])=[C:17]([O:26][CH2:27][CH:28]2[CH2:29][CH2:30][O:31][CH2:32][CH2:33]2)[CH:16]=1, predict the reactants needed to synthesize it. The reactants are: [CH3:1][C:2]1[C:11](=[O:12])[C:10]2[C:5](=[CH:6][CH:7]=[CH:8][CH:9]=2)[NH:4][C:3]=1[CH2:13][O:14][C:15]1[CH:25]=[CH:24][C:18]([C:19]([O:21]CC)=[O:20])=[C:17]([O:26][CH2:27][CH:28]2[CH2:33][CH2:32][O:31][CH2:30][CH2:29]2)[CH:16]=1.[OH-].[Na+].Cl. (5) Given the product [Br:1][C:2]1[CH:3]=[C:4]([N:8]([CH:9]2[CH2:13][CH2:12]2)[CH3:11])[CH:5]=[CH:6][CH:7]=1, predict the reactants needed to synthesize it. The reactants are: [Br:1][C:2]1[CH:3]=[C:4]([N:8]([CH3:11])[CH:9]=O)[CH:5]=[CH:6][CH:7]=1.[CH2:12]([Mg]Br)[CH3:13].CCOCC.C(OCC)(=O)C.